Predict which catalyst facilitates the given reaction. From a dataset of Catalyst prediction with 721,799 reactions and 888 catalyst types from USPTO. (1) Reactant: C(=O)([O-])[O-].[K+].[K+].O.[Br:8][C:9]1[CH:14]=[C:13]([Br:15])[N:12]=[C:11]([Cl:16])[C:10]=1[OH:17].Cl[C:19]([F:29])([F:28])C(C1C=CC=CC=1)=O. Product: [Br:8][C:9]1[CH:14]=[C:13]([Br:15])[N:12]=[C:11]([Cl:16])[C:10]=1[O:17][CH:19]([F:29])[F:28]. The catalyst class is: 23. (2) Reactant: F[C:2]1[CH:7]=[CH:6][C:5]([N+:8]([O-:10])=[O:9])=[CH:4][CH:3]=1.[CH3:11][NH:12][CH2:13][CH2:14][OH:15]. Product: [CH3:11][N:12]([C:2]1[CH:7]=[CH:6][C:5]([N+:8]([O-:10])=[O:9])=[CH:4][CH:3]=1)[CH2:13][CH2:14][OH:15]. The catalyst class is: 13. (3) Reactant: C(NC(C)C)(C)C.[Li]CCCC.[Br:13][C:14]1[CH:19]=[CH:18][N:17]=[C:16]2[N:20]([S:23]([C:26]3[CH:31]=[CH:30][CH:29]=[CH:28][CH:27]=3)(=[O:25])=[O:24])[CH:21]=[CH:22][C:15]=12.Cl[Si:33]([CH3:36])([CH3:35])[CH3:34]. Product: [Br:13][C:14]1[CH:19]=[CH:18][N:17]=[C:16]2[N:20]([S:23]([C:26]3[CH:31]=[CH:30][CH:29]=[CH:28][CH:27]=3)(=[O:25])=[O:24])[C:21]([Si:33]([CH3:36])([CH3:35])[CH3:34])=[CH:22][C:15]=12. The catalyst class is: 1. (4) Reactant: [NH2:1][C:2]1([C:8]2[CH:13]=[CH:12][CH:11]=[C:10]([N+:14]([O-:16])=[O:15])[CH:9]=2)[CH2:4][CH:3]1[CH2:5][CH2:6][OH:7].[C:17]([N:21]=[C:22]=[S:23])([CH3:20])([CH3:19])[CH3:18]. Product: [C:17]([NH:21][C:22]([NH:1][C:2]1([C:8]2[CH:13]=[CH:12][CH:11]=[C:10]([N+:14]([O-:16])=[O:15])[CH:9]=2)[CH2:4][CH:3]1[CH2:5][CH2:6][OH:7])=[S:23])([CH3:20])([CH3:19])[CH3:18]. The catalyst class is: 10. (5) Reactant: [CH2:1]([C:5]1[CH:12]=[CH:11][C:8]([CH2:9]Br)=[CH:7][CH:6]=1)[CH2:2][CH2:3][CH3:4].[OH:13][C:14]1[CH:19]=[CH:18][C:17]([C:20]2[CH:25]=[CH:24][C:23]([CH2:26][CH2:27][CH3:28])=[CH:22][CH:21]=2)=[CH:16][CH:15]=1.C(=O)([O-])[O-].[K+].[K+].CC(C)=O. Product: [CH2:1]([C:5]1[CH:12]=[CH:11][C:8]([CH2:9][O:13][C:14]2[CH:15]=[CH:16][C:17]([C:20]3[CH:25]=[CH:24][C:23]([CH2:26][CH2:27][CH3:28])=[CH:22][CH:21]=3)=[CH:18][CH:19]=2)=[CH:7][CH:6]=1)[CH2:2][CH2:3][CH3:4]. The catalyst class is: 226.